This data is from TCR-epitope binding with 47,182 pairs between 192 epitopes and 23,139 TCRs. The task is: Binary Classification. Given a T-cell receptor sequence (or CDR3 region) and an epitope sequence, predict whether binding occurs between them. (1) The epitope is KAYNVTQAF. The TCR CDR3 sequence is CASSQESQGAEKLFF. Result: 1 (the TCR binds to the epitope). (2) The epitope is ELAGIGILTV. The TCR CDR3 sequence is CASSMGRMNTEAFF. Result: 1 (the TCR binds to the epitope). (3) The epitope is FLASKIGRLV. The TCR CDR3 sequence is CASSLIPDTQYF. Result: 0 (the TCR does not bind to the epitope). (4) The epitope is LLWNGPMAV. The TCR CDR3 sequence is CATSTGGGYEQYF. Result: 1 (the TCR binds to the epitope).